This data is from NCI-60 drug combinations with 297,098 pairs across 59 cell lines. The task is: Regression. Given two drug SMILES strings and cell line genomic features, predict the synergy score measuring deviation from expected non-interaction effect. (1) Cell line: SK-MEL-28. Drug 1: C1CCC(C(C1)N)N.C(=O)(C(=O)[O-])[O-].[Pt+4]. Drug 2: CC(C)CN1C=NC2=C1C3=CC=CC=C3N=C2N. Synergy scores: CSS=8.83, Synergy_ZIP=-2.96, Synergy_Bliss=0.946, Synergy_Loewe=-1.43, Synergy_HSA=-1.35. (2) Drug 1: CC1OCC2C(O1)C(C(C(O2)OC3C4COC(=O)C4C(C5=CC6=C(C=C35)OCO6)C7=CC(=C(C(=C7)OC)O)OC)O)O. Drug 2: C1=NC2=C(N=C(N=C2N1C3C(C(C(O3)CO)O)O)F)N. Cell line: SK-MEL-5. Synergy scores: CSS=17.7, Synergy_ZIP=-9.95, Synergy_Bliss=-0.242, Synergy_Loewe=-7.88, Synergy_HSA=0.273. (3) Drug 1: CC1C(C(=O)NC(C(=O)N2CCCC2C(=O)N(CC(=O)N(C(C(=O)O1)C(C)C)C)C)C(C)C)NC(=O)C3=C4C(=C(C=C3)C)OC5=C(C(=O)C(=C(C5=N4)C(=O)NC6C(OC(=O)C(N(C(=O)CN(C(=O)C7CCCN7C(=O)C(NC6=O)C(C)C)C)C)C(C)C)C)N)C. Drug 2: C(=O)(N)NO. Cell line: HOP-62. Synergy scores: CSS=3.87, Synergy_ZIP=2.96, Synergy_Bliss=7.14, Synergy_Loewe=-20.8, Synergy_HSA=-0.367. (4) Drug 1: CC1C(C(CC(O1)OC2CC(OC(C2O)C)OC3=CC4=CC5=C(C(=O)C(C(C5)C(C(=O)C(C(C)O)O)OC)OC6CC(C(C(O6)C)O)OC7CC(C(C(O7)C)O)OC8CC(C(C(O8)C)O)(C)O)C(=C4C(=C3C)O)O)O)O. Drug 2: CC(C)(C#N)C1=CC(=CC(=C1)CN2C=NC=N2)C(C)(C)C#N. Cell line: OVCAR-4. Synergy scores: CSS=10.5, Synergy_ZIP=2.20, Synergy_Bliss=3.59, Synergy_Loewe=0.901, Synergy_HSA=0.648. (5) Drug 1: C1CCC(C1)C(CC#N)N2C=C(C=N2)C3=C4C=CNC4=NC=N3. Synergy scores: CSS=1.49, Synergy_ZIP=0.357, Synergy_Bliss=0.721, Synergy_Loewe=-1.12, Synergy_HSA=-0.848. Cell line: OVCAR-4. Drug 2: C1=NC2=C(N=C(N=C2N1C3C(C(C(O3)CO)O)O)F)N. (6) Drug 1: C1CN(P(=O)(OC1)NCCCl)CCCl. Synergy scores: CSS=52.5, Synergy_ZIP=-2.48, Synergy_Bliss=-1.42, Synergy_Loewe=-19.7, Synergy_HSA=-0.805. Drug 2: CC1C(C(CC(O1)OC2CC(CC3=C2C(=C4C(=C3O)C(=O)C5=CC=CC=C5C4=O)O)(C(=O)C)O)N)O. Cell line: IGROV1.